This data is from Full USPTO retrosynthesis dataset with 1.9M reactions from patents (1976-2016). The task is: Predict the reactants needed to synthesize the given product. Given the product [C:25]1([C:28]2[CH:29]=[CH:30][CH:31]=[CH:32][CH:33]=2)[CH:26]=[CH:27][C:22]([O:21][C:20]2[CH:19]=[N:18][CH:17]=[C:16]3[S:34][C:13]([CH:11]=[O:12])=[CH:14][C:15]=23)=[CH:23][CH:24]=1, predict the reactants needed to synthesize it. The reactants are: [H-].[Al+3].[Li+].[H-].[H-].[H-].COCN[C:11]([C:13]1[S:34][C:16]2=[CH:17][N:18]=[CH:19][C:20]([O:21][C:22]3[CH:27]=[CH:26][C:25]([C:28]4[CH:33]=[CH:32][CH:31]=[CH:30][CH:29]=4)=[CH:24][CH:23]=3)=[C:15]2[CH:14]=1)=[O:12].C(=O)([O-])[O-].[K+].[K+].